This data is from Full USPTO retrosynthesis dataset with 1.9M reactions from patents (1976-2016). The task is: Predict the reactants needed to synthesize the given product. (1) The reactants are: [Cl:1][C:2]1[CH:3]=[C:4]([NH:17][C:18]2[C:19]3[NH:26][C:25](/[CH:27]=[CH:28]/[CH2:29][NH:30]C(=O)OC(C)(C)C)=[CH:24][C:20]=3[N:21]=[CH:22][N:23]=2)[CH:5]=[CH:6][C:7]=1[O:8][CH2:9][C:10]1[CH:15]=[CH:14][CH:13]=[C:12]([F:16])[CH:11]=1.Cl.[OH-].[Na+]. Given the product [NH2:30][CH2:29]/[CH:28]=[CH:27]/[C:25]1[NH:26][C:19]2[C:18]([NH:17][C:4]3[CH:5]=[CH:6][C:7]([O:8][CH2:9][C:10]4[CH:15]=[CH:14][CH:13]=[C:12]([F:16])[CH:11]=4)=[C:2]([Cl:1])[CH:3]=3)=[N:23][CH:22]=[N:21][C:20]=2[CH:24]=1, predict the reactants needed to synthesize it. (2) Given the product [Cl:12][C:5]1[CH:4]=[CH:3][C:2]([O:22][C:19]2[CH:20]=[CH:21][C:16]([CH2:15][CH2:14][OH:13])=[CH:17][CH:18]=2)=[N:7][C:6]=1[C:8]([F:11])([F:10])[F:9], predict the reactants needed to synthesize it. The reactants are: Br[C:2]1[N:7]=[C:6]([C:8]([F:11])([F:10])[F:9])[C:5]([Cl:12])=[CH:4][CH:3]=1.[OH:13][CH2:14][CH2:15][C:16]1[CH:21]=[CH:20][C:19]([OH:22])=[CH:18][CH:17]=1.C([O-])([O-])=O.[K+].[K+]. (3) Given the product [N:17]1[CH:18]=[CH:19][CH:20]=[C:15]([C:11]2[CH:10]=[C:9]([NH2:6])[CH:14]=[CH:13][CH:12]=2)[CH:16]=1, predict the reactants needed to synthesize it. The reactants are: O.O.[Sn](Cl)Cl.[N+:6]([C:9]1[CH:10]=[C:11]([C:15]2[CH:16]=[N:17][CH:18]=[CH:19][CH:20]=2)[CH:12]=[CH:13][CH:14]=1)([O-])=O.[OH-].[K+]. (4) The reactants are: [NH2:1][C:2]1[CH:3]=[C:4]([C:13]2[O:14][C:15]3[CH:21]=[CH:20][C:19]([C:22]4[CH:27]=[CH:26][CH:25]=[CH:24][CH:23]=4)=[CH:18][C:16]=3[N:17]=2)[CH:5]=[CH:6][C:7]=1[C:8]1[CH:12]=[CH:11][S:10][CH:9]=1.[CH:28]1[C:33]([C:34]([OH:36])=[O:35])=[CH:32][C:31]2[C:37]([O:39][C:40](=O)[C:30]=2[CH:29]=1)=[O:38]. Given the product [C:22]1([C:19]2[CH:20]=[CH:21][C:15]3[O:14][C:13]([C:4]4[CH:5]=[CH:6][C:7]([C:8]5[CH:12]=[CH:11][S:10][CH:9]=5)=[C:2]([N:1]5[C:37](=[O:38])[C:31]6[C:30](=[CH:29][CH:28]=[C:33]([C:34]([OH:36])=[O:35])[CH:32]=6)[C:40]5=[O:39])[CH:3]=4)=[N:17][C:16]=3[CH:18]=2)[CH:27]=[CH:26][CH:25]=[CH:24][CH:23]=1, predict the reactants needed to synthesize it. (5) Given the product [Cl:22][C:4]1[CH:3]=[C:2]([C:27]2[CH:26]=[N:25][N:24]([CH3:23])[CH:28]=2)[CH:21]=[CH:20][C:5]=1[CH2:6][CH:7]1[CH2:11][CH2:10][N:9]([CH:12]2[CH2:17][CH2:16][C:15](=[O:18])[CH2:14][CH2:13]2)[C:8]1=[O:19], predict the reactants needed to synthesize it. The reactants are: Br[C:2]1[CH:21]=[CH:20][C:5]([CH2:6][CH:7]2[CH2:11][CH2:10][N:9]([CH:12]3[CH2:17][CH2:16][C:15](=[O:18])[CH2:14][CH2:13]3)[C:8]2=[O:19])=[C:4]([Cl:22])[CH:3]=1.[CH3:23][N:24]1[CH:28]=[C:27](B2OC(C)(C)C(C)(C)O2)[CH:26]=[N:25]1.C(=O)([O-])[O-].[Na+].[Na+]. (6) Given the product [CH3:1][C:2]1[CH:7]=[CH:6][C:5]([C:8]2[N:12]=[C:11]([N:13]3[CH2:17][CH2:16][C@H:15]([NH2:18])[CH2:14]3)[O:10][N:9]=2)=[CH:4][CH:3]=1, predict the reactants needed to synthesize it. The reactants are: [CH3:1][C:2]1[CH:7]=[CH:6][C:5]([C:8]2[N:12]=[C:11]([N:13]3[CH2:17][CH2:16][C@H:15]([NH:18]C(=O)OC(C)(C)C)[CH2:14]3)[O:10][N:9]=2)=[CH:4][CH:3]=1.FC(F)(F)C(O)=O. (7) Given the product [CH2:3]([O:5][C:6]([C:8]1[CH2:9][N:10]([CH2:15][C:16]2[CH:17]=[CH:18][CH:19]=[CH:20][CH:21]=2)[CH2:11][CH2:12][C:13]=1[O:14][S:22]([C:25]([F:28])([F:27])[F:26])(=[O:24])=[O:23])=[O:7])[CH3:4], predict the reactants needed to synthesize it. The reactants are: [H-].[Na+].[CH2:3]([O:5][C:6]([CH:8]1[C:13](=[O:14])[CH2:12][CH2:11][N:10]([CH2:15][C:16]2[CH:21]=[CH:20][CH:19]=[CH:18][CH:17]=2)[CH2:9]1)=[O:7])[CH3:4].[S:22](O[S:22]([C:25]([F:28])([F:27])[F:26])(=[O:24])=[O:23])([C:25]([F:28])([F:27])[F:26])(=[O:24])=[O:23]. (8) The reactants are: [NH2:1][C:2]1[CH2:3][C:4]([C:14]([N:16]([CH2:20][CH2:21][CH3:22])[CH2:17][CH2:18][CH3:19])=[O:15])=[CH:5][C:6]2[CH:12]=[CH:11][C:10](Br)=[CH:9][C:7]=2[N:8]=1.CC1(C)C(C)(C)OB([C:31]2[CH:36]=[CH:35][C:34]([CH:37]3[CH2:41][O:40][C:39](=[O:42])[O:38]3)=[CH:33][CH:32]=2)O1. Given the product [NH2:1][C:2]1[CH2:3][C:4]([C:14]([N:16]([CH2:20][CH2:21][CH3:22])[CH2:17][CH2:18][CH3:19])=[O:15])=[CH:5][C:6]2[CH:12]=[CH:11][C:10]([C:31]3[CH:32]=[CH:33][C:34]([CH:37]4[CH2:41][O:40][C:39](=[O:42])[O:38]4)=[CH:35][CH:36]=3)=[CH:9][C:7]=2[N:8]=1, predict the reactants needed to synthesize it. (9) Given the product [Br:29][C:28]1[C:23]([NH:22][C:3](=[O:21])[CH2:4][C:5]2[CH2:6][CH2:7][N:8]([C:11]([O:13][CH2:14][C:15]3[CH:16]=[CH:17][CH:18]=[CH:19][CH:20]=3)=[O:12])[CH2:9][CH:10]=2)=[N:24][CH:25]=[CH:26][CH:27]=1, predict the reactants needed to synthesize it. The reactants are: CO[C:3](=[O:21])[CH2:4][C:5]1[CH2:6][CH2:7][N:8]([C:11]([O:13][CH2:14][C:15]2[CH:20]=[CH:19][CH:18]=[CH:17][CH:16]=2)=[O:12])[CH2:9][CH:10]=1.[NH2:22][C:23]1[C:28]([Br:29])=[CH:27][CH:26]=[CH:25][N:24]=1. (10) Given the product [CH2:43]([O:42][C:11]1[C:12]([C:15]2[CH:20]=[CH:19][C:18]([CH2:21][C:22]([NH:24][C:25]3[CH:30]=[CH:29][C:28]([CH2:31][C:32]([CH3:35])([CH3:36])[CH2:33][OH:34])=[C:27]([C:37]([F:39])([F:40])[F:38])[CH:26]=3)=[O:23])=[C:17]([F:41])[CH:16]=2)=[CH:13][NH:14][C:9](=[O:8])[CH:10]=1)[CH3:44], predict the reactants needed to synthesize it. The reactants are: C([O:8][C:9]1[N:14]=[CH:13][C:12]([C:15]2[CH:20]=[CH:19][C:18]([CH2:21][C:22]([NH:24][C:25]3[CH:30]=[CH:29][C:28]([CH2:31][C:32]([CH3:36])([CH3:35])[CH2:33][OH:34])=[C:27]([C:37]([F:40])([F:39])[F:38])[CH:26]=3)=[O:23])=[C:17]([F:41])[CH:16]=2)=[C:11]([O:42][CH2:43][CH3:44])[CH:10]=1)C1C=CC=CC=1.